From a dataset of Forward reaction prediction with 1.9M reactions from USPTO patents (1976-2016). Predict the product of the given reaction. Given the reactants Cl[C:2]1[CH:3]=[C:4]([NH:10][C:11]2[CH:16]=[CH:15][C:14]([C@@H:17]3[CH2:21][CH2:20][N:19]([CH3:22])[CH2:18]3)=[CH:13][N:12]=2)[C:5](=[O:9])[N:6]([CH3:8])[N:7]=1.B1(B2OC(C)(C)C(C)(C)O2)OC(C)(C)C(C)(C)O1.[C:41]([O-:44])(=[O:43])[CH3:42].[K+].CC(C1C=C(C(C)C)C(C2C=CC=CC=2P(C2CCCCC2)C2CCCCC2)=C(C(C)C)C=1)C.[C:80]([C:84]1[CH:85]=[C:86]2[C:91](=[CH:92][CH:93]=1)[C:90](=[O:94])[N:89]([C:95]1[CH:100]=[CH:99][CH:98]=[C:97](C3C=C(NC4C=CC([C@@H]5CCCN5C)=CN=4)C(=O)N(C)N=3)[C:96]=1[CH2:122]O)[N:88]=[CH:87]2)([CH3:83])([CH3:82])[CH3:81].C(=O)([O-])[O-].[K+].[K+].C1(P(C2CCCCC2)C2CCCCC2)CCCCC1, predict the reaction product. The product is: [C:80]([C:84]1[CH:85]=[C:86]2[C:91](=[CH:92][CH:93]=1)[C:90](=[O:94])[N:89]([C:95]1[CH:100]=[CH:99][CH:98]=[C:97]([C:2]3[CH:3]=[C:4]([NH:10][C:11]4[CH:16]=[CH:15][C:14]([C@@H:17]5[CH2:21][CH2:20][N:19]([CH3:22])[CH2:18]5)=[CH:13][N:12]=4)[C:5](=[O:9])[N:6]([CH3:8])[N:7]=3)[C:96]=1[CH2:122][O:43][C:41](=[O:44])[CH3:42])[N:88]=[CH:87]2)([CH3:83])([CH3:81])[CH3:82].